Dataset: Full USPTO retrosynthesis dataset with 1.9M reactions from patents (1976-2016). Task: Predict the reactants needed to synthesize the given product. (1) Given the product [Br:26][C:27]1[CH:34]=[CH:33][CH:32]=[CH:31][C:28]=1/[CH:29]=[N:2]/[NH:1][C:3](=[O:25])[CH:4]([NH:16][C:17](=[O:24])[C:18]1[CH:23]=[CH:22][CH:21]=[CH:20][CH:19]=1)[C:5]1[C:14]2[C:9](=[CH:10][CH:11]=[CH:12][CH:13]=2)[C:8](=[O:15])[NH:7][N:6]=1, predict the reactants needed to synthesize it. The reactants are: [NH:1]([C:3](=[O:25])[CH:4]([NH:16][C:17](=[O:24])[C:18]1[CH:23]=[CH:22][CH:21]=[CH:20][CH:19]=1)[C:5]1[C:14]2[C:9](=[CH:10][CH:11]=[CH:12][CH:13]=2)[C:8](=[O:15])[NH:7][N:6]=1)[NH2:2].[Br:26][C:27]1[CH:34]=[CH:33][CH:32]=[CH:31][C:28]=1[CH:29]=O.C(O)(=O)C. (2) The reactants are: [CH3:1][O:2][C:3]1[CH:4]=[C:5]2[C:10](=[CH:11][C:12]=1[O:13][CH3:14])[N:9]=[CH:8][CH:7]=[C:6]2[O:15][C:16]1[CH:22]=[CH:21][C:19]([NH2:20])=[CH:18][CH:17]=1.[C:23]1(C)C=C[CH:26]=[CH:25][CH:24]=1.[CH2:30]([N:32]([CH2:35]C)CC)C.ClC(Cl)([O:40][C:41](=O)[O:42]C(Cl)(Cl)Cl)Cl. Given the product [CH3:1][O:2][C:3]1[CH:4]=[C:5]2[C:10](=[CH:11][C:12]=1[O:13][CH3:14])[N:9]=[CH:8][CH:7]=[C:6]2[O:15][C:16]1[CH:22]=[CH:21][C:19]([NH:20][C:41](=[O:40])[O:42][CH2:23][CH2:24][CH2:25][CH2:26][N:32]([CH3:35])[CH3:30])=[CH:18][CH:17]=1, predict the reactants needed to synthesize it. (3) The reactants are: [CH2:1]([O:3][C:4]([C:6]1[N:10]=[C:9]([I:11])[NH:8][N:7]=1)=[O:5])[CH3:2].CN(C=O)C.C(N(CC)CC)C.[C:24](Cl)([C:37]1[CH:42]=[CH:41][CH:40]=[CH:39][CH:38]=1)([C:31]1[CH:36]=[CH:35][CH:34]=[CH:33][CH:32]=1)[C:25]1[CH:30]=[CH:29][CH:28]=[CH:27][CH:26]=1. Given the product [CH2:1]([O:3][C:4]([C:6]1[N:7]([C:24]([C:25]2[CH:30]=[CH:29][CH:28]=[CH:27][CH:26]=2)([C:37]2[CH:38]=[CH:39][CH:40]=[CH:41][CH:42]=2)[C:31]2[CH:32]=[CH:33][CH:34]=[CH:35][CH:36]=2)[N:8]=[C:9]([I:11])[N:10]=1)=[O:5])[CH3:2], predict the reactants needed to synthesize it. (4) Given the product [Cl:1][C:2]1[C:3]([NH:9][C:10]2[O:23][C@@:16]3([C@H:21]4[CH2:22][N:18]([CH2:19][CH2:20]4)[CH2:17]3)[CH2:15][N:14]=2)=[N:4][CH:5]=[C:6]([Cl:8])[CH:7]=1, predict the reactants needed to synthesize it. The reactants are: [Cl:1][C:2]1[C:3]([N:9]=[C:10]=S)=[N:4][CH:5]=[C:6]([Cl:8])[CH:7]=1.Cl.Cl.[NH2:14][CH2:15][C@@:16]1([OH:23])[C@H:21]2[CH2:22][N:18]([CH2:19][CH2:20]2)[CH2:17]1.C(=O)([O-])[O-].[Cs+].[Cs+].C(N=C=NC(C)C)(C)C. (5) The reactants are: [CH2:1]([NH:8][CH2:9][CH2:10][C:11]1[CH:16]=[CH:15][C:14]([C:17]2[CH:22]=[CH:21][C:20]([C:23]([O:25][CH3:26])=[O:24])=[C:19]([NH:27][CH:28]([CH3:30])[CH3:29])[CH:18]=2)=[CH:13][CH:12]=1)[C:2]1[CH:7]=[CH:6][CH:5]=[CH:4][CH:3]=1.[CH2:31]1[O:39][C@@H:32]1[C:33]1[CH:38]=[CH:37][CH:36]=[CH:35][CH:34]=1. Given the product [CH2:1]([N:8]([CH2:31][C@H:32]([OH:39])[C:33]1[CH:38]=[CH:37][CH:36]=[CH:35][CH:34]=1)[CH2:9][CH2:10][C:11]1[CH:16]=[CH:15][C:14]([C:17]2[CH:22]=[CH:21][C:20]([C:23]([O:25][CH3:26])=[O:24])=[C:19]([NH:27][CH:28]([CH3:30])[CH3:29])[CH:18]=2)=[CH:13][CH:12]=1)[C:2]1[CH:3]=[CH:4][CH:5]=[CH:6][CH:7]=1, predict the reactants needed to synthesize it. (6) Given the product [CH2:18]([O:1][C:2]1[CH:6]=[C:5]([C:7]([O:9][CH3:10])=[O:8])[NH:4][N:3]=1)[CH2:19][CH2:20][CH3:21], predict the reactants needed to synthesize it. The reactants are: [OH:1][C:2]1[CH:6]=[C:5]([C:7]([O:9][CH3:10])=[O:8])[NH:4][N:3]=1.C(=O)([O-])[O-].[K+].[K+].I[CH2:18][CH2:19][CH2:20][CH3:21]. (7) The reactants are: C([O:3][C:4](=[O:17])[CH2:5][N:6]1[C:14]2[C:9](=[CH:10][C:11]([Cl:15])=[CH:12][CH:13]=2)[CH2:8][C:7]1=[O:16])C. Given the product [Cl:15][C:11]1[CH:10]=[C:9]2[C:14](=[CH:13][CH:12]=1)[N:6]([CH2:5][C:4]([OH:17])=[O:3])[C:7](=[O:16])[CH2:8]2, predict the reactants needed to synthesize it.